This data is from Reaction yield outcomes from USPTO patents with 853,638 reactions. The task is: Predict the reaction yield, written as a fraction of the theoretical maximum amount of product (1.0 means a 100% yield; for example, 0.34 means a 34% yield). (1) The reactants are Cl[C:2]1[N:7]=[CH:6][C:5]([NH2:8])=[C:4]([CH3:9])[CH:3]=1.[CH3:10][S:11]([O-:13])=[O:12].[Na+].CNCCNC.O. The catalyst is [Cu].CS(C)=O. The product is [CH3:10][S:11]([C:2]1[N:7]=[CH:6][C:5]([NH2:8])=[C:4]([CH3:9])[CH:3]=1)(=[O:13])=[O:12]. The yield is 0.270. (2) The reactants are [F:1][C:2]1[CH:3]=[CH:4][C:5]([O:10][CH2:11][C:12]2[CH:17]=[CH:16][CH:15]=[CH:14][C:13]=2[C:18]([F:21])([F:20])[F:19])=[C:6]([CH2:8]O)[CH:7]=1.FC(OC1C=CC(F)=CC=1C[Br:50])(F)C1C=CC(C2C=CC(C(F)(F)F)=CC=2)=CC=1. No catalyst specified. The product is [Br:50][CH2:8][C:6]1[CH:7]=[C:2]([F:1])[CH:3]=[CH:4][C:5]=1[O:10][CH2:11][C:12]1[CH:17]=[CH:16][CH:15]=[CH:14][C:13]=1[C:18]([F:21])([F:20])[F:19]. The yield is 0.800. (3) The yield is 0.653. The reactants are [C:1]([C:6]1[CH:7]=[CH:8][C:9]([O:29]C)=[C:10]([CH:28]=1)[C:11]([NH:13][C:14]1[CH:19]=[C:18]([C:20]([F:23])([F:22])[F:21])[CH:17]=[C:16]([C:24]([F:27])([F:26])[F:25])[CH:15]=1)=[O:12])(=[O:5])CCC.N1C(C)=CC(C)=[CH:33][C:32]=1[CH3:39].[I-].[Li+].Cl. The product is [F:22][C:20]([F:23])([F:21])[C:18]1[CH:19]=[C:14]([NH:13][C:11](=[O:12])[C:10]2[CH:28]=[C:6]([C:1](=[O:5])[CH:32]([CH3:39])[CH3:33])[CH:7]=[CH:8][C:9]=2[OH:29])[CH:15]=[C:16]([C:24]([F:27])([F:26])[F:25])[CH:17]=1. No catalyst specified. (4) The reactants are [OH:1][C:2]([C:27]1[CH:28]=[N:29][CH:30]=[CH:31][CH:32]=1)=[CH:3][C:4]1[N:13]2[CH2:14][CH2:15][N:16]=[C:12]2[C:11]2[CH:10]=[CH:9][C:8]([O:17][CH2:18][CH2:19][CH2:20][C:21]([O:23]C)=[O:22])=[C:7]([O:25][CH3:26])[C:6]=2[N:5]=1.Cl. The catalyst is [Li+].[OH-].C(O)C. The product is [OH:1][C:2]([C:27]1[CH:28]=[N:29][CH:30]=[CH:31][CH:32]=1)=[CH:3][C:4]1[N:13]2[CH2:14][CH2:15][N:16]=[C:12]2[C:11]2[CH:10]=[CH:9][C:8]([O:17][CH2:18][CH2:19][CH2:20][C:21]([OH:23])=[O:22])=[C:7]([O:25][CH3:26])[C:6]=2[N:5]=1. The yield is 0.517. (5) The reactants are [NH2:1][C:2]1[CH:3]=[CH:4][C:5](Br)=[C:6]2[C:10]=1[C:9](=[O:11])[N:8]([CH3:12])[CH2:7]2.[CH3:14][N:15](C=O)C. The catalyst is [C-]#N.[Zn+2].[C-]#N.C1C=CC([P]([Pd]([P](C2C=CC=CC=2)(C2C=CC=CC=2)C2C=CC=CC=2)([P](C2C=CC=CC=2)(C2C=CC=CC=2)C2C=CC=CC=2)[P](C2C=CC=CC=2)(C2C=CC=CC=2)C2C=CC=CC=2)(C2C=CC=CC=2)C2C=CC=CC=2)=CC=1. The product is [NH2:1][C:2]1[C:10]2[C:9](=[O:11])[N:8]([CH3:12])[CH2:7][C:6]=2[C:5]([C:14]#[N:15])=[CH:4][CH:3]=1. The yield is 0.640. (6) The reactants are [CH3:1][C:2]([CH3:34])([CH2:11][CH2:12][CH2:13][CH:14]([OH:33])[CH2:15][CH2:16][CH:17]([OH:32])[CH2:18][CH2:19][CH2:20][C:21]([CH3:31])([CH3:30])[CH2:22][O:23]C1CCCCO1)[CH2:3][O:4]C1CCCCO1.S(=O)(=O)(O)O. The catalyst is CO. The product is [CH3:30][C:21]([CH3:31])([CH2:20][CH2:19][CH2:18][CH:17]([OH:32])[CH2:16][CH2:15][CH:14]([OH:33])[CH2:13][CH2:12][CH2:11][C:2]([CH3:1])([CH3:34])[CH2:3][OH:4])[CH2:22][OH:23]. The yield is 0.580. (7) The reactants are [H-].[Na+].[F:3][C:4]1[CH:9]=[CH:8][CH:7]=[CH:6][C:5]=1[OH:10].[Cl:11][C:12]1[CH:17]=[C:16](Cl)[N:15]=[CH:14][N:13]=1.O. The catalyst is C1COCC1.C(OCC)(=O)C. The product is [Cl:11][C:12]1[CH:17]=[C:16]([O:10][C:5]2[CH:6]=[CH:7][CH:8]=[CH:9][C:4]=2[F:3])[N:15]=[CH:14][N:13]=1. The yield is 0.650. (8) The reactants are CC(OC([N:8](C(OC(C)(C)C)=O)[C:9]1[C:14]2[C:15]([C:18]3[CH:19]=[C:20]4[C:24](=[CH:25][CH:26]=3)[N:23](C(OC(C)(C)C)=O)[CH2:22][CH2:21]4)=[CH:16][O:17][C:13]=2[C:12]([Cl:34])=[CH:11][N:10]=1)=O)(C)C.ClC1C2OC=C(C3C=C4C(=CC=3)N(C(OC(C)(C)C)=O)CC4)C=2C(NC(OC(C)(C)C)=O)=NC=1.Cl. The catalyst is C(Cl)Cl. The product is [Cl:34][C:12]1[C:13]2[O:17][CH:16]=[C:15]([C:18]3[CH:19]=[C:20]4[C:24](=[CH:25][CH:26]=3)[NH:23][CH2:22][CH2:21]4)[C:14]=2[C:9]([NH2:8])=[N:10][CH:11]=1. The yield is 1.64. (9) The reactants are [C:1]([C:3]1[CH:11]=[CH:10][C:6]([C:7]([OH:9])=O)=[CH:5][CH:4]=1)#[N:2].C(N1C=CN=C1)(N1C=CN=C1)=O.[CH2:24]([O:26][C:27](=[O:32])[CH2:28]C(O)=O)[CH3:25].CCN(CC)CC.[Mg+2].[Cl-].[Cl-].C(OC(=O)CC([O-])=O)C.[K+]. The catalyst is C1COCC1.C(#N)C. The product is [C:1]([C:3]1[CH:4]=[CH:5][C:6]([C:7](=[O:9])[CH2:28][C:27]([O:26][CH2:24][CH3:25])=[O:32])=[CH:10][CH:11]=1)#[N:2]. The yield is 0.340.